Dataset: Full USPTO retrosynthesis dataset with 1.9M reactions from patents (1976-2016). Task: Predict the reactants needed to synthesize the given product. (1) Given the product [NH2:35][C:32]1[O:33][CH2:34][C@:30]2([C:29]3[C:24](=[N:25][CH:26]=[C:27]([C:36]#[C:37][C:38]([CH3:40])([OH:41])[CH3:39])[CH:28]=3)[O:23][C:20]3[C:19]2=[CH:18][C:17]([C:56]#[C:55][CH:57]2[CH2:59][CH2:58]2)=[CH:22][CH:21]=3)[N:31]=1, predict the reactants needed to synthesize it. The reactants are: FC(F)(S(O[C:17]1[CH:18]=[C:19]2[C@@:30]3([CH2:34][O:33][C:32]([NH2:35])=[N:31]3)[C:29]3[C:24](=[N:25][CH:26]=[C:27]([C:36]#[C:37][C:38]([OH:41])([CH3:40])[CH3:39])[CH:28]=3)[O:23][C:20]2=[CH:21][CH:22]=1)(=O)=O)C(F)(F)C(F)(F)C(F)(F)F.CN(C=O)C.C(NC(C)C)(C)C.[C:55]([CH:57]1[CH2:59][CH2:58]1)#[CH:56]. (2) The reactants are: [ClH:1].O1CCOCC1.C(OC([N:15]1[CH2:20][C@H:19]([O:21][CH2:22][CH2:23][CH:24]([CH3:26])[CH3:25])[CH2:18][CH2:17][C@@H:16]1[C@H:27]1[O:31]C(C)(C)[N:29]([C:34](=[O:36])[CH3:35])[C@H:28]1[CH2:37][C:38]1[CH:43]=[C:42]([F:44])[CH:41]=[C:40]([F:45])[CH:39]=1)=O)(C)(C)C. Given the product [ClH:1].[F:44][C:42]1[CH:43]=[C:38]([CH:39]=[C:40]([F:45])[CH:41]=1)[CH2:37][C@H:28]([NH:29][C:34](=[O:36])[CH3:35])[C@H:27]([OH:31])[C@H:16]1[CH2:17][CH2:18][C@@H:19]([O:21][CH2:22][CH2:23][CH:24]([CH3:26])[CH3:25])[CH2:20][NH:15]1, predict the reactants needed to synthesize it. (3) Given the product [C:1]([O:5][C:6](=[O:7])[NH:8][CH2:9][C:10](=[O:12])[NH:40][CH2:39][CH:37]1[CH2:38][N:35]([CH2:34][C:33]2[CH:41]=[CH:42][C:43]([Cl:44])=[C:31]([Cl:30])[CH:32]=2)[CH2:36]1)([CH3:2])([CH3:3])[CH3:4], predict the reactants needed to synthesize it. The reactants are: [C:1]([O:5][C:6]([NH:8][CH2:9][C:10]([OH:12])=O)=[O:7])([CH3:4])([CH3:3])[CH3:2].C(N(CC)CC)C.F[P-](F)(F)(F)(F)F.C[NH2+]C.[Cl:30][C:31]1[CH:32]=[C:33]([CH:41]=[CH:42][C:43]=1[Cl:44])[CH2:34][N:35]1[CH2:38][CH:37]([CH2:39][NH2:40])[CH2:36]1. (4) The reactants are: [Cl:1][C:2]1[CH:9]=[C:8]([Cl:10])[CH:7]=[CH:6][C:3]=1[CH2:4]Cl.[CH2:11]([N:18]1[C:26]2[C:21](=[CH:22][CH:23]=[C:24]([CH2:27][C:28]([OH:30])=[O:29])[CH:25]=2)[CH:20]=[CH:19]1)[C:12]1[CH:17]=[CH:16][CH:15]=[CH:14][CH:13]=1. Given the product [Cl:1][C:2]1[CH:9]=[C:8]([Cl:10])[CH:7]=[CH:6][C:3]=1[CH2:4][N:18]1[C:26]2[C:21](=[CH:22][CH:23]=[C:24]([CH2:27][C:28]([OH:30])=[O:29])[CH:25]=2)[CH:20]=[CH:19]1.[CH2:11]([N:18]1[C:26]2[C:21](=[CH:22][CH:23]=[C:24]([CH2:27][C:28]([OH:30])=[O:29])[CH:25]=2)[CH:20]=[CH:19]1)[C:12]1[CH:13]=[CH:14][CH:15]=[CH:16][CH:17]=1, predict the reactants needed to synthesize it.